From a dataset of Full USPTO retrosynthesis dataset with 1.9M reactions from patents (1976-2016). Predict the reactants needed to synthesize the given product. (1) Given the product [CH3:16][NH:15][C:3]([CH3:5])=[CH:2][C:1]([O:7][CH2:8][C:9]1[CH:14]=[CH:13][CH:12]=[CH:11][CH:10]=1)=[O:6], predict the reactants needed to synthesize it. The reactants are: [C:1]([O:7][CH2:8][C:9]1[CH:14]=[CH:13][CH:12]=[CH:11][CH:10]=1)(=[O:6])[CH2:2][C:3]([CH3:5])=O.[NH2:15][CH3:16].C(O)(=O)C.[O-]S([O-])(=O)=O.[Mg+2]. (2) Given the product [CH2:15]([SH:12]=[C:10]1[NH:9][N:8]=[C:7]([C:5]([O:4][CH3:2])=[O:6])[O:11]1)[CH3:16], predict the reactants needed to synthesize it. The reactants are: [K].[CH2:2]([O:4][C:5]([C:7]1[O:11][C:10](=[S:12])[NH:9][N:8]=1)=[O:6])C.IC.[CH3:15][CH2:16]O. (3) Given the product [CH3:4][N:5]([CH2:1][C:10]1[N:9]([CH2:7][CH3:8])[CH:13]=[CH:12][CH:11]=1)[CH3:6], predict the reactants needed to synthesize it. The reactants are: [CH2:1]=O.Cl.[CH3:4][NH:5][CH3:6].[CH2:7]([N:9]1[CH:13]=[CH:12][CH:11]=[CH:10]1)[CH3:8].[OH-].[Na+]. (4) Given the product [CH:12]1[CH:10]([OH:11])[CH:9]([OH:21])[CH:1]([OH:2])[CH:3]([OH:4])[CH:5]=1, predict the reactants needed to synthesize it. The reactants are: [C@H:1]1(C=CC=[CH:5][C@@H:3]1[OH:4])[OH:2].[CH2-:9][C:10]([CH3:12])=[O:11].ClC1C(C(OO)=[O:21])=CC=CC=1. (5) Given the product [C:15]1([C@H:41]2[CH2:40][CH2:39][CH2:38][CH2:37][CH2:36][CH:35]=[CH:34]2)[C:24]2[C:19](=[CH:20][CH:21]=[CH:22][CH:23]=2)[CH:18]=[CH:17][CH:16]=1, predict the reactants needed to synthesize it. The reactants are: O1CCOCC1.O([C:15]1[C:24]2[C:19](=[CH:20][CH:21]=[CH:22][CH:23]=2)[CH:18]=[CH:17][CH:16]=1)S(C(F)(F)F)(=O)=O.C(N(C(C)C)C(C)C)C.[CH:34]1[CH2:41][CH2:40][CH2:39][CH2:38][CH2:37][CH2:36][CH:35]=1. (6) Given the product [NH:13]1[CH:12]=[CH:11][N:10]=[C:9]1[CH2:8][N:7]([CH2:14][C:15]1[CH:16]=[CH:17][C:18]([C:19]([NH:56][CH2:55][C:54]([CH3:57])([CH3:58])[CH2:53][N:52]([CH2:49][CH2:50][CH3:51])[CH2:59][CH2:60][CH3:61])=[O:20])=[CH:22][CH:23]=1)[CH2:6][C:2]1[NH:1][CH:5]=[CH:4][N:3]=1, predict the reactants needed to synthesize it. The reactants are: [NH:1]1[CH:5]=[CH:4][N:3]=[C:2]1[CH2:6][N:7]([CH2:14][C:15]1[CH:23]=[CH:22][C:18]([C:19](O)=[O:20])=[CH:17][CH:16]=1)[CH2:8][C:9]1[NH:10][CH:11]=[CH:12][N:13]=1.C1CCC(N=C=NC2CCCCC2)CC1.C1C=CC2N(O)N=NC=2C=1.[CH2:49]([N:52]([CH2:59][CH2:60][CH3:61])[CH2:53][C:54]([CH3:58])([CH3:57])[CH2:55][NH2:56])[CH2:50][CH3:51].